From a dataset of Catalyst prediction with 721,799 reactions and 888 catalyst types from USPTO. Predict which catalyst facilitates the given reaction. (1) Reactant: CS(C)=O.C(=O)=O.CC(C)=O.C(Cl)(=O)C(Cl)=O.[OH:18][CH2:19][C@H:20]1[C@@H:25]([NH:26][C:27](=[O:42])[CH2:28][NH:29][C:30](=[O:41])[C:31]2[CH:36]=[CH:35][CH:34]=[C:33]([C:37]([F:40])([F:39])[F:38])[CH:32]=2)[CH2:24][CH2:23][C@@H:22]([N:43]([CH:51]([CH3:53])[CH3:52])[C:44](=[O:50])[O:45][C:46]([CH3:49])([CH3:48])[CH3:47])[CH2:21]1.C(N(CC)CC)C. Product: [CH:19]([C@H:20]1[C@@H:25]([NH:26][C:27](=[O:42])[CH2:28][NH:29][C:30](=[O:41])[C:31]2[CH:36]=[CH:35][CH:34]=[C:33]([C:37]([F:40])([F:39])[F:38])[CH:32]=2)[CH2:24][CH2:23][C@@H:22]([N:43]([CH:51]([CH3:53])[CH3:52])[C:44](=[O:50])[O:45][C:46]([CH3:47])([CH3:48])[CH3:49])[CH2:21]1)=[O:18]. The catalyst class is: 2. (2) Reactant: [F:1][C:2]1[CH:7]=[CH:6][C:5]([CH3:8])=[CH:4][C:3]=1[NH:9][C:10]([NH:12][C:13]1[CH:47]=[CH:46][C:16]([O:17][C:18]2[CH:23]=[CH:22][N:21]=[C:20]([C:24]3[NH:28][CH:27]=[C:26]([C:29]([NH:31][CH2:32][CH2:33][CH2:34][N:35]([CH2:41][C:42]([O:44]C)=[O:43])[CH2:36][C:37]([O:39]C)=[O:38])=[O:30])[CH:25]=3)[CH:19]=2)=[CH:15][CH:14]=1)=[O:11].[OH-].[Na+].O.Cl. Product: [F:1][C:2]1[CH:7]=[CH:6][C:5]([CH3:8])=[CH:4][C:3]=1[NH:9][C:10]([NH:12][C:13]1[CH:14]=[CH:15][C:16]([O:17][C:18]2[CH:23]=[CH:22][N:21]=[C:20]([C:24]3[NH:28][CH:27]=[C:26]([C:29]([NH:31][CH2:32][CH2:33][CH2:34][N:35]([CH2:36][C:37]([OH:39])=[O:38])[CH2:41][C:42]([OH:44])=[O:43])=[O:30])[CH:25]=3)[CH:19]=2)=[CH:46][CH:47]=1)=[O:11]. The catalyst class is: 36. (3) Reactant: N[C:2]1[C:11]([CH3:12])=[CH:10][C:9]([F:13])=[CH:8][C:3]=1[C:4]([O:6][CH3:7])=[O:5].[F:14][B-](F)(F)F.N#[O+].C1C(Cl)=CC=C(Cl)C=1. Product: [F:14][C:2]1[C:11]([CH3:12])=[CH:10][C:9]([F:13])=[CH:8][C:3]=1[C:4]([O:6][CH3:7])=[O:5]. The catalyst class is: 2. (4) Reactant: [CH3:1][N:2]1[C:6]2([CH2:15][CH2:14][C:9]3(OCC[O:10]3)[CH2:8][CH2:7]2)[CH2:5][N:4]([CH3:16])[C:3]1=[O:17].Cl. Product: [CH3:1][N:2]1[C:6]2([CH2:15][CH2:14][C:9](=[O:10])[CH2:8][CH2:7]2)[CH2:5][N:4]([CH3:16])[C:3]1=[O:17]. The catalyst class is: 1. (5) Reactant: [C:1]1(=[O:11])[NH:5][C:4](=[O:6])[C:3]2=[CH:7][CH:8]=[CH:9][CH:10]=[C:2]12.[K].Br[CH2:14][CH2:15][CH2:16][C:17]#[N:18].C(OCC)(=O)C. Product: [O:6]=[C:4]1[C:3]2[C:2](=[CH:10][CH:9]=[CH:8][CH:7]=2)[C:1](=[O:11])[N:5]1[CH2:14][CH2:15][CH2:16][C:17]#[N:18]. The catalyst class is: 16. (6) Reactant: C(O)(C(F)(F)F)=O.[Br:8][C:9]1[C:14]([O:15][CH2:16][CH:17]2[CH:21]=[CH:20][CH2:19][N:18]2C(OC(C)(C)C)=O)=[C:13]([C:29]([O:31][CH3:32])=[O:30])[C:12]([N:33](C(OC(C)(C)C)=O)C(OC(C)(C)C)=O)=[CH:11][CH:10]=1. Product: [NH2:33][C:12]1[C:13]([C:29]([O:31][CH3:32])=[O:30])=[C:14]([O:15][CH2:16][CH:17]2[CH:21]=[CH:20][CH2:19][NH:18]2)[C:9]([Br:8])=[CH:10][CH:11]=1. The catalyst class is: 2. (7) Reactant: [C:1]1([CH2:7][CH2:8][CH2:9][NH2:10])[CH:6]=[CH:5][CH:4]=[CH:3][CH:2]=1.C(N(CC)CC)C.[C:18](Cl)(=[O:25])[C:19]1[CH:24]=[CH:23][CH:22]=[CH:21][CH:20]=1.O. Product: [C:1]1([CH2:7][CH2:8][CH2:9][NH:10][C:18](=[O:25])[C:19]2[CH:24]=[CH:23][CH:22]=[CH:21][CH:20]=2)[CH:6]=[CH:5][CH:4]=[CH:3][CH:2]=1. The catalyst class is: 2. (8) Product: [I:12][C:9]1[CH:10]=[CH:11][C:6]([CH:4]=[CH:3][C:18]([C:17]2[CH:20]=[CH:21][C:14]([Br:13])=[CH:15][CH:16]=2)=[O:19])=[CH:7][CH:8]=1. Reactant: [OH-].[Na+].[CH3:3][C:4]([C:6]1[CH:11]=[CH:10][C:9]([I:12])=[CH:8][CH:7]=1)=O.[Br:13][C:14]1[CH:21]=[CH:20][C:17]([CH:18]=[O:19])=[CH:16][CH:15]=1.C(C1C=CC=CC=1)(=O)C. The catalyst class is: 97. (9) Reactant: [CH:1]1([NH2:4])[CH2:3][CH2:2]1.Cl[C:6]1[C:11]([N+:12]([O-:14])=[O:13])=[CH:10][CH:9]=[C:8]([Cl:15])[N:7]=1.O. Product: [Cl:15][C:8]1[N:7]=[C:6]([NH:4][CH:1]2[CH2:3][CH2:2]2)[C:11]([N+:12]([O-:14])=[O:13])=[CH:10][CH:9]=1. The catalyst class is: 11.